From a dataset of Catalyst prediction with 721,799 reactions and 888 catalyst types from USPTO. Predict which catalyst facilitates the given reaction. (1) Reactant: [Br:1][C:2]1[CH:7]=[CH:6][C:5]([S:8]([NH:11][C:12]([CH3:21])([CH3:20])[C:13]([O:15][C:16]([CH3:19])([CH3:18])[CH3:17])=[O:14])(=[O:10])=[O:9])=[CH:4][CH:3]=1.[H-].[Na+].[CH3:24]I. Product: [Br:1][C:2]1[CH:3]=[CH:4][C:5]([S:8]([N:11]([C:12]([CH3:21])([CH3:20])[C:13]([O:15][C:16]([CH3:19])([CH3:18])[CH3:17])=[O:14])[CH3:24])(=[O:10])=[O:9])=[CH:6][CH:7]=1. The catalyst class is: 3. (2) Reactant: Cl[C:2]([O:4][CH2:5][CH3:6])=[O:3].ON1C(=O)CCC1=O.C(N(CC)C(C)C)(C)C.[CH2:24]([CH2:26][NH2:27])[OH:25]. Product: [OH:25][CH2:24][CH2:26][NH:27][C:2](=[O:3])[O:4][CH2:5][CH3:6]. The catalyst class is: 2.